Dataset: Peptide-MHC class I binding affinity with 185,985 pairs from IEDB/IMGT. Task: Regression. Given a peptide amino acid sequence and an MHC pseudo amino acid sequence, predict their binding affinity value. This is MHC class I binding data. (1) The peptide sequence is STGPLHGCK. The MHC is HLA-B07:02 with pseudo-sequence HLA-B07:02. The binding affinity (normalized) is 0.0847. (2) The peptide sequence is IMQVFFGYFA. The MHC is HLA-A02:06 with pseudo-sequence HLA-A02:06. The binding affinity (normalized) is 0.636.